Binary Classification. Given a miRNA mature sequence and a target amino acid sequence, predict their likelihood of interaction. From a dataset of Experimentally validated miRNA-target interactions with 360,000+ pairs, plus equal number of negative samples. (1) The miRNA is hsa-let-7d-5p with sequence AGAGGUAGUAGGUUGCAUAGUU. The protein sequence of the target gene is MALLFARSLRLCRWGAKRLGVASTEAQRGVSFKLEEKTAHSSLALFRDDMGVKYGLVGLEPTKVALNVERFREWAVVLADTAVTSGRHYWEVTVKRSQQFRIGVADVDMSRDSCIGVDDRSWVFTYAQRKWYTMLANEKAPVEGIGQPEKVGLLLEYEAQKLSLVDVSQVSVVHTLQTDFRGPVVPAFALWDGELLTHSGLEVPEGL. Result: 1 (interaction). (2) The miRNA is mmu-miR-590-5p with sequence GAGCUUAUUCAUAAAAGUGCAG. The protein sequence of the target gene is MENFSLLSISGPPISSSALSAFPDIMFSRATSLPDIAKTAVPTEASSPAQALPPQYQSIIVRQGIQNTALSPDCSLGDTQHGEKLRRNCTIYRPWFSPYSYFVCADKESQLEAYDFPEVQQDEGKWDNCLSEDMAENICSSSSSPENTCPREATKKSRHGLDSITSQDILMASRWHPAQQNGYKCVACCRMYPTLDFLKSHIKRGFREGFSCKVYYRKLKALWSKEQKARLGDRLSSGSCQAFNSPAEHLRQIGGEAYLCL. Result: 0 (no interaction). (3) The miRNA is mmu-miR-409-3p with sequence GAAUGUUGCUCGGUGAACCCCU. The protein sequence of the target gene is MPQNEYIELHRKRYGYRLDYHEKKRKKEGREAHERSKKAKKMIGLKAKLYHKQRHAEKIQMKKTIKMHEKRNTKQKDDEKTPQGAVPAYLLDREGQSRAKVLSNMIKQKRKEKAGKWEVPLPKVRAQGETEVLKVIRTGKRKKKAWKRMVTKVCFVGDGFTRKPPKYERFIRPMGLRFKKAHVTHPELKATFCLPILGVKKNPSSPLYTTLGVITKGTVIEVNVSELGLVTQGGKVIWGKYAQVTNNPENDGCINAVLLV. Result: 1 (interaction). (4) The miRNA is hsa-miR-107 with sequence AGCAGCAUUGUACAGGGCUAUCA. The protein sequence of the target gene is MEAETGSTMETGKGTNRGIRIALALFIGGTLVLGTLLFLVSQGLLSFQAKQEYCLKPECIEAAAAIMSKVNLSVDPCENFFRFACDGWISNNPIPEDMPSYGVYPWLRHNVDLKLKALLEKSVSRRRDTEAVQKAKILYSSCMNEKAIEKADAKPLLHILRHSPFRWPVLEANIGPEGVWSERKFSLLQTLATFRGQYSNSVFIRLYVSPDDKASNEHILKLDQATLSLAVREDFLDNTTEAKSYRDALYKFMVDTAVLLGANSSRAEHDMKSVLRLEIKIAEIMIPHENRTSEAMYNKM.... Result: 0 (no interaction).